This data is from Forward reaction prediction with 1.9M reactions from USPTO patents (1976-2016). The task is: Predict the product of the given reaction. (1) Given the reactants [C:1]([NH:9][NH2:10])(=[O:8])[C:2]1[CH:7]=[CH:6][CH:5]=[CH:4][CH:3]=1.[CH:11](OCC)(OCC)OCC, predict the reaction product. The product is: [C:2]1([C:1]2[O:8][CH:11]=[N:10][N:9]=2)[CH:7]=[CH:6][CH:5]=[CH:4][CH:3]=1. (2) Given the reactants [CH:1]1([C:4]2[C:13]3[C:8](=[CH:9][CH:10]=[CH:11][CH:12]=3)[CH:7]=[N:6][C:5]=2[NH:14][S:15]([C:18]2[CH:27]=[CH:26][C:21]([C:22]([O:24][CH3:25])=[O:23])=[C:20]([CH3:28])[CH:19]=2)(=[O:17])=[O:16])[CH2:3][CH2:2]1.O[CH2:30][C:31]1[CH:36]=[CH:35][C:34]([C:37]([F:40])([F:39])[F:38])=[CH:33][N:32]=1.C1(P(C2C=CC=CC=2)C2C=CC=CC=2)C=CC=CC=1.CCOC(/N=N/C(OCC)=O)=O, predict the reaction product. The product is: [CH:1]1([C:4]2[C:13]3[C:8](=[CH:9][CH:10]=[CH:11][CH:12]=3)[CH:7]=[N:6][C:5]=2[N:14]([CH2:30][C:31]2[CH:36]=[CH:35][C:34]([C:37]([F:39])([F:38])[F:40])=[CH:33][N:32]=2)[S:15]([C:18]2[CH:27]=[CH:26][C:21]([C:22]([O:24][CH3:25])=[O:23])=[C:20]([CH3:28])[CH:19]=2)(=[O:16])=[O:17])[CH2:2][CH2:3]1.